From a dataset of Forward reaction prediction with 1.9M reactions from USPTO patents (1976-2016). Predict the product of the given reaction. (1) Given the reactants [CH:1]#[C:2][CH2:3][CH2:4][CH2:5][CH2:6][CH2:7][CH2:8][CH2:9][CH2:10][CH2:11][CH3:12].[I:13]I.Cl, predict the reaction product. The product is: [I:13]/[CH:1]=[CH:2]/[CH2:3][CH2:4][CH2:5][CH2:6][CH2:7][CH2:8][CH2:9][CH2:10][CH2:11][CH3:12]. (2) Given the reactants FC(F)(F)C1C=C(NC(=O)NC2C=CC(C3SC(CCC(O)=O)=NC=3)=CC=2)C=CC=1.[F:31][C:32]1[C:37]([F:38])=[C:36]([F:39])[CH:35]=[CH:34][C:33]=1[NH:40][C:41](=[O:64])[NH:42][C:43]1[CH:48]=[CH:47][C:46]([C:49]2[S:53][C:52]([CH:54]3[CH2:59][CH2:58][CH:57]([C:60]([O:62]C)=[O:61])[CH2:56][CH2:55]3)=[N:51][CH:50]=2)=[CH:45][CH:44]=1, predict the reaction product. The product is: [F:31][C:32]1[C:37]([F:38])=[C:36]([F:39])[CH:35]=[CH:34][C:33]=1[NH:40][C:41](=[O:64])[NH:42][C:43]1[CH:48]=[CH:47][C:46]([C:49]2[S:53][C:52]([CH:54]3[CH2:55][CH2:56][CH:57]([C:60]([OH:62])=[O:61])[CH2:58][CH2:59]3)=[N:51][CH:50]=2)=[CH:45][CH:44]=1. (3) Given the reactants [CH3:1][N:2]1[CH:6]=[CH:5][CH:4]=[C:3]1[C:7]([OH:9])=O.O[N:11]1[C:15]2[CH:16]=[CH:17][CH:18]=[CH:19][C:14]=2N=N1.C[N:21]([CH3:24])C=O.Cl.CN(C)[CH2:28][CH2:29][CH2:30]N=C=NCC.C(N(CC)CC)C, predict the reaction product. The product is: [CH3:1][N:2]1[CH:6]=[CH:5][CH:4]=[C:3]1[C:7]([NH:21][CH2:24][C:18]1[CH:19]=[C:14]2[C:15](=[CH:16][CH:17]=1)[NH:11][C:29]([CH3:30])=[CH:28]2)=[O:9]. (4) Given the reactants Cl.[Cl:2][C:3]1[CH:4]=[C:5]([C:13]2[O:17][N:16]=[C:15]([C:18]3[CH:28]=[CH:27][C:21]4[CH2:22][CH2:23][NH:24][CH2:25][CH2:26][C:20]=4[CH:19]=3)[N:14]=2)[CH:6]=[CH:7][C:8]=1[O:9][CH:10]([CH3:12])[CH3:11].CCN(C(C)C)C(C)C.Br[CH2:39][CH2:40][CH2:41][C:42]([O:44][CH2:45][CH3:46])=[O:43], predict the reaction product. The product is: [Cl:2][C:3]1[CH:4]=[C:5]([C:13]2[O:17][N:16]=[C:15]([C:18]3[CH:28]=[CH:27][C:21]4[CH2:22][CH2:23][N:24]([CH2:39][CH2:40][CH2:41][C:42]([O:44][CH2:45][CH3:46])=[O:43])[CH2:25][CH2:26][C:20]=4[CH:19]=3)[N:14]=2)[CH:6]=[CH:7][C:8]=1[O:9][CH:10]([CH3:12])[CH3:11]. (5) Given the reactants Cl[C:2]1[N:7]=[C:6](Cl)[C:5]([F:9])=[CH:4][N:3]=1.[Cl:10][C:11]1[CH:12]=[C:13]([CH:15]=[C:16]([CH3:19])[C:17]=1[OH:18])[NH2:14], predict the reaction product. The product is: [Cl:10][C:11]1[CH:12]=[C:13]([NH:14][C:2]2[N:7]=[C:6]([NH:14][C:13]3[CH:15]=[C:16]([CH3:19])[C:17]([OH:18])=[C:11]([Cl:10])[CH:12]=3)[C:5]([F:9])=[CH:4][N:3]=2)[CH:15]=[C:16]([CH3:19])[C:17]=1[OH:18]. (6) Given the reactants [C:1]([O:5][C:6]([N:8]1[CH2:13][CH2:12][CH:11]([CH2:14][O:15][C:16]2[CH:21]=[C:20]([C@H:22]([CH:27]3[CH2:29][CH2:28]3)[CH2:23][C:24]([O-:26])=[O:25])[CH:19]=[CH:18][N:17]=2)[CH2:10][CH2:9]1)=[O:7])([CH3:4])([CH3:3])[CH3:2].CC1C=CC([C@H]([NH3+])C)=CC=1.Cl.C(OCC)(=O)C.C1COCC1.[Cl-].[Na+], predict the reaction product. The product is: [C:1]([O:5][C:6]([N:8]1[CH2:9][CH2:10][CH:11]([CH2:14][O:15][C:16]2[CH:21]=[C:20]([C@H:22]([CH:27]3[CH2:28][CH2:29]3)[CH2:23][C:24]([OH:26])=[O:25])[CH:19]=[CH:18][N:17]=2)[CH2:12][CH2:13]1)=[O:7])([CH3:4])([CH3:2])[CH3:3]. (7) Given the reactants C[C:2]1[N:7]=[C:6]([N:8]2[C@@H:15]3[C@@H:10]([CH2:11][CH2:12][NH:13][CH2:14]3)[CH2:9]2)[CH:5]=[CH:4][CH:3]=1.ClC1C=C([N:23]([CH3:25])[CH3:24])C=CN=1.[CH3:26][C:27]([CH3:30])([O-:29])[CH3:28].[K+].[CH3:32][O:33]CCOC, predict the reaction product. The product is: [CH3:25][N:23]([CH3:24])[C:4]1[CH:3]=[CH:2][N:7]=[C:6]([N:8]2[C@@H:15]3[C@@H:10]([CH2:11][CH2:12][N:13]([C:32]([O:29][C:27]([CH3:30])([CH3:28])[CH3:26])=[O:33])[CH2:14]3)[CH2:9]2)[CH:5]=1. (8) Given the reactants [N:1]1[CH:6]=[CH:5][CH:4]=[C:3](B(O)O)[CH:2]=1.Br[C:11]1[CH:20]=[CH:19][C:18]2[N:17]=[CH:16][C:15]3[N:21]([CH3:36])[C:22](=[O:35])[N:23]([C:24]4[CH:25]=[CH:26][C:27]([C:30]([CH3:34])([CH3:33])[C:31]#[N:32])=[N:28][CH:29]=4)[C:14]=3[C:13]=2[CH:12]=1.C([O-])([O-])=O.[Na+].[Na+], predict the reaction product. The product is: [CH3:34][C:30]([C:27]1[CH:26]=[CH:25][C:24]([N:23]2[C:14]3[C:13]4[CH:12]=[C:11]([C:3]5[CH:2]=[N:1][CH:6]=[CH:5][CH:4]=5)[CH:20]=[CH:19][C:18]=4[N:17]=[CH:16][C:15]=3[N:21]([CH3:36])[C:22]2=[O:35])=[CH:29][N:28]=1)([CH3:33])[C:31]#[N:32].